Dataset: Full USPTO retrosynthesis dataset with 1.9M reactions from patents (1976-2016). Task: Predict the reactants needed to synthesize the given product. (1) The reactants are: COP(=O)OC.[C:7](=O)([O-])[O-].[K+].[K+].[CH:13]1([N:16]2[C:20]([CH3:21])=[C:19]([CH:22]=O)[N:18]=[C:17]2[CH3:24])[CH2:15][CH2:14]1. Given the product [CH:13]1([N:16]2[C:20]([CH3:21])=[C:19]([C:22]#[CH:7])[N:18]=[C:17]2[CH3:24])[CH2:15][CH2:14]1, predict the reactants needed to synthesize it. (2) Given the product [CH3:1][N:2]1[CH2:7][CH2:6][N:5]([S:8]([C:11]2[CH:16]=[CH:15][C:14]([NH:17][C:18]3[N:19]=[CH:20][C:21]([NH2:24])=[CH:22][N:23]=3)=[CH:13][CH:12]=2)(=[O:9])=[O:10])[CH2:4][CH2:3]1, predict the reactants needed to synthesize it. The reactants are: [CH3:1][N:2]1[CH2:7][CH2:6][N:5]([S:8]([C:11]2[CH:16]=[CH:15][C:14]([NH:17][C:18]3[N:23]=[CH:22][C:21]([N+:24]([O-])=O)=[CH:20][N:19]=3)=[CH:13][CH:12]=2)(=[O:10])=[O:9])[CH2:4][CH2:3]1. (3) Given the product [CH3:13][O:12][C:9]1[CH:10]=[C:11]2[C:6](=[CH:7][C:8]=1[O:14][CH3:15])[N:5]=[CH:4][C:3]([C:16]([NH2:18])=[O:17])=[C:2]2[NH:19][C:20]1[CH:28]=[CH:27][CH:26]=[C:25]2[C:21]=1[CH2:22][CH2:23][C:24]2=[O:29], predict the reactants needed to synthesize it. The reactants are: Cl[C:2]1[C:11]2[C:6](=[CH:7][C:8]([O:14][CH3:15])=[C:9]([O:12][CH3:13])[CH:10]=2)[N:5]=[CH:4][C:3]=1[C:16]([NH2:18])=[O:17].[NH2:19][C:20]1[CH:28]=[CH:27][CH:26]=[C:25]2[C:21]=1[CH2:22][CH2:23][C:24]2=[O:29].C(O)(=O)C.C([O-])(O)=O.[Na+]. (4) Given the product [N+:25]([C:21]1[CH:22]=[CH:23][CH:24]=[C:19]2[C:20]=1[CH:28]=[C:17]([C:16]([F:31])([F:30])[F:15])[NH:18]2)([O-:27])=[O:26], predict the reactants needed to synthesize it. The reactants are: [O-]CC.[K+].C(OCC)(=O)C(OCC)=O.[F:15][C:16]([F:31])([F:30])[C:17](Cl)=[N:18][C:19]1[CH:24]=[CH:23][CH:22]=[C:21]([N+:25]([O-:27])=[O:26])[C:20]=1[CH3:28]. (5) The reactants are: [Cl:1][C:2]1[C:7]([N+:8]([O-])=O)=[CH:6][C:5]([F:11])=[CH:4][N:3]=1.[CH:12]([Mg]Br)=[CH2:13]. Given the product [F:11][C:5]1[CH:4]=[N:3][C:2]([Cl:1])=[C:7]2[C:6]=1[CH:12]=[CH:13][NH:8]2, predict the reactants needed to synthesize it. (6) Given the product [N:1]1[C:10]2[CH2:9][CH2:8][CH:7]([C:11]([O:13][CH3:14])=[O:12])[CH2:6][C:5]=2[CH:4]=[CH:3][CH:2]=1.[NH:1]1[C:10]2[C:5](=[CH:6][C:7]([C:11]([O:13][CH3:14])=[O:12])=[CH:8][CH:9]=2)[CH2:4][CH2:3][CH2:2]1, predict the reactants needed to synthesize it. The reactants are: [N:1]1[C:10]2[C:5](=[CH:6][C:7]([C:11]([O:13][CH3:14])=[O:12])=[CH:8][CH:9]=2)[CH:4]=[CH:3][CH:2]=1.C(O)(C(F)(F)F)=O. (7) Given the product [C:31]([O:30][C:28]([N:25]1[CH2:26][CH2:27][CH:22]([CH2:21][O:13][C:9]2[CH:8]=[CH:7][C:6]3[C:11](=[CH:12][C:3]([O:2][CH3:1])=[CH:4][CH:5]=3)[N:10]=2)[CH2:23][CH2:24]1)=[O:29])([CH3:34])([CH3:32])[CH3:33], predict the reactants needed to synthesize it. The reactants are: [CH3:1][O:2][C:3]1[CH:12]=[C:11]2[C:6]([CH:7]=[CH:8][C:9](=[O:13])[NH:10]2)=[CH:5][CH:4]=1.[H-].[Na+].CS(O[CH2:21][CH:22]1[CH2:27][CH2:26][N:25]([C:28]([O:30][C:31]([CH3:34])([CH3:33])[CH3:32])=[O:29])[CH2:24][CH2:23]1)(=O)=O.